This data is from Forward reaction prediction with 1.9M reactions from USPTO patents (1976-2016). The task is: Predict the product of the given reaction. (1) Given the reactants [CH3:1][C:2]1[CH:3]=[C:4]([CH:7]=[CH:8][CH:9]=1)[CH:5]=O.[C:10]([OH:16])(=[O:15])[CH2:11]C(O)=O.C([O-])(=O)C.[NH4+:21], predict the reaction product. The product is: [NH2:21][CH:5]([C:4]1[CH:7]=[CH:8][CH:9]=[C:2]([CH3:1])[CH:3]=1)[CH2:11][C:10]([OH:16])=[O:15]. (2) Given the reactants [C:1]([C:5]1[CH:6]=[CH:7][C:8]2[NH:9][C:10]3[C:15]([C:16]=2[CH:17]=1)=[CH:14][C:13]([C:18]([CH3:21])([CH3:20])[CH3:19])=[CH:12][CH:11]=3)([CH3:4])([CH3:3])[CH3:2].C1C(=O)N([Br:29])C(=O)C1, predict the reaction product. The product is: [Br:29][C:11]1[C:10]2[NH:9][C:8]3[C:16](=[CH:17][C:5]([C:1]([CH3:4])([CH3:3])[CH3:2])=[CH:6][CH:7]=3)[C:15]=2[CH:14]=[C:13]([C:18]([CH3:21])([CH3:20])[CH3:19])[CH:12]=1. (3) The product is: [OH:24][CH2:23][C:13]1[CH:14]=[C:15]2[C:10](=[CH:11][CH:12]=1)[NH:9][C:8](=[O:25])[C:7]([C:5]1[O:4][N:3]=[C:2]([CH3:1])[CH:6]=1)=[C:16]2[C:17]1[CH:18]=[CH:19][CH:20]=[CH:21][CH:22]=1. Given the reactants [CH3:1][C:2]1[CH:6]=[C:5]([C:7]2[C:8](=[O:25])[NH:9][C:10]3[C:15]([C:16]=2[C:17]2[CH:22]=[CH:21][CH:20]=[CH:19][CH:18]=2)=[CH:14][C:13]([CH:23]=[O:24])=[CH:12][CH:11]=3)[O:4][N:3]=1.[BH4-].[Na+], predict the reaction product. (4) Given the reactants [OH:1][C:2]1[CH:10]=[C:9]([CH3:11])[CH:8]=[CH:7][C:3]=1[C:4]([OH:6])=O.[F:12][C:13]1[CH:14]=[N:15][C:16]([O:28][C:29]2[CH:34]=[CH:33][CH:32]=[C:31]([S:35][CH3:36])[CH:30]=2)=[C:17]([CH:27]=1)[C:18]([NH:20][CH:21]1[CH2:26][CH2:25][NH:24][CH2:23][CH2:22]1)=[O:19].ON1C2C=CC=CC=2N=N1.CN1CCOCC1.Cl.CN(C)CCCN=C=NCC, predict the reaction product. The product is: [F:12][C:13]1[CH:14]=[N:15][C:16]([O:28][C:29]2[CH:34]=[CH:33][CH:32]=[C:31]([S:35][CH3:36])[CH:30]=2)=[C:17]([CH:27]=1)[C:18]([NH:20][CH:21]1[CH2:22][CH2:23][N:24]([C:4](=[O:6])[C:3]2[CH:7]=[CH:8][C:9]([CH3:11])=[CH:10][C:2]=2[OH:1])[CH2:25][CH2:26]1)=[O:19]. (5) Given the reactants C[C:2]1[CH:7]=[CH:6][C:5](S(OCCCCC=C)(=O)=O)=[CH:4][CH:3]=1.[C:18]1(=[O:28])[NH:22][C:21](=[O:23])[C:20]2=[CH:24][CH:25]=[CH:26][CH:27]=[C:19]12.[K], predict the reaction product. The product is: [CH2:5]([N:22]1[C:18](=[O:28])[C:19]2[C:20](=[CH:24][CH:25]=[CH:26][CH:27]=2)[C:21]1=[O:23])[CH2:6][CH2:7][CH2:2][CH:3]=[CH2:4]. (6) Given the reactants [CH2:1]([OH:23])[C@H:2]1[O:7][C@H:6]([O:8][C@H:9]2[C@H:14]([OH:15])[C@@H:13]([OH:16])[C@H:12]([OH:17])[O:11][C@@H:10]2[CH2:18][OH:19])[C@H:5]([OH:20])[C@@H:4]([OH:21])[C@@H:3]1[OH:22].O.[NH2:25][C@H:26]([C:34]([OH:36])=[O:35])[CH2:27][CH2:28][CH2:29][NH:30][C:31](=[NH:33])[NH2:32].[NH2:37][C@H:38]([C:46]([OH:48])=[O:47])[CH2:39][C:40]1[CH:45]=[CH:44][CH:43]=[CH:42][CH:41]=1.C(O)[C@H]1O[C@H](O[C@H]2[C@H](O)[C@@H](O)[C@H](O)O[C@@H]2CO)[C@H](O)[C@@H](O)[C@@H]1O, predict the reaction product. The product is: [CH2:1]([OH:23])[C@H:2]1[O:7][C@H:6]([O:8][C@H:9]2[C@H:14]([OH:15])[C@@H:13]([OH:16])[C@H:12]([OH:17])[O:11][C@@H:10]2[CH2:18][OH:19])[C@H:5]([OH:20])[C@@H:4]([OH:21])[C@@H:3]1[OH:22].[NH2:25][C@H:26]([C:34]([OH:36])=[O:35])[CH2:27][CH2:28][CH2:29][NH:30][C:31](=[NH:32])[NH2:33].[NH2:37][C@H:38]([C:46]([OH:48])=[O:47])[CH2:39][C:40]1[CH:45]=[CH:44][CH:43]=[CH:42][CH:41]=1.